Dataset: NCI-60 drug combinations with 297,098 pairs across 59 cell lines. Task: Regression. Given two drug SMILES strings and cell line genomic features, predict the synergy score measuring deviation from expected non-interaction effect. (1) Drug 1: C1CN1C2=NC(=NC(=N2)N3CC3)N4CC4. Drug 2: C(CCl)NC(=O)N(CCCl)N=O. Cell line: TK-10. Synergy scores: CSS=14.1, Synergy_ZIP=-6.06, Synergy_Bliss=-3.14, Synergy_Loewe=-0.841, Synergy_HSA=-0.436. (2) Drug 1: CC1C(C(CC(O1)OC2CC(CC3=C2C(=C4C(=C3O)C(=O)C5=C(C4=O)C(=CC=C5)OC)O)(C(=O)C)O)N)O.Cl. Drug 2: CN(C(=O)NC(C=O)C(C(C(CO)O)O)O)N=O. Cell line: RXF 393. Synergy scores: CSS=3.32, Synergy_ZIP=-1.08, Synergy_Bliss=0.803, Synergy_Loewe=-15.8, Synergy_HSA=0.244. (3) Drug 1: CS(=O)(=O)C1=CC(=C(C=C1)C(=O)NC2=CC(=C(C=C2)Cl)C3=CC=CC=N3)Cl. Drug 2: CNC(=O)C1=CC=CC=C1SC2=CC3=C(C=C2)C(=NN3)C=CC4=CC=CC=N4. Cell line: COLO 205. Synergy scores: CSS=8.47, Synergy_ZIP=5.67, Synergy_Bliss=15.5, Synergy_Loewe=6.37, Synergy_HSA=7.77. (4) Cell line: SK-MEL-28. Synergy scores: CSS=22.1, Synergy_ZIP=1.91, Synergy_Bliss=2.68, Synergy_Loewe=-15.0, Synergy_HSA=0.745. Drug 2: CN1CCC(CC1)COC2=C(C=C3C(=C2)N=CN=C3NC4=C(C=C(C=C4)Br)F)OC. Drug 1: CC1=C2C(C(=O)C3(C(CC4C(C3C(C(C2(C)C)(CC1OC(=O)C(C(C5=CC=CC=C5)NC(=O)OC(C)(C)C)O)O)OC(=O)C6=CC=CC=C6)(CO4)OC(=O)C)OC)C)OC. (5) Drug 1: C1CC(=O)NC(=O)C1N2CC3=C(C2=O)C=CC=C3N. Drug 2: C1=NC2=C(N=C(N=C2N1C3C(C(C(O3)CO)O)F)Cl)N. Cell line: MALME-3M. Synergy scores: CSS=23.6, Synergy_ZIP=0.627, Synergy_Bliss=-0.515, Synergy_Loewe=-40.1, Synergy_HSA=-0.475. (6) Drug 1: C1=C(C(=O)NC(=O)N1)N(CCCl)CCCl. Drug 2: CCN(CC)CCNC(=O)C1=C(NC(=C1C)C=C2C3=C(C=CC(=C3)F)NC2=O)C. Cell line: HS 578T. Synergy scores: CSS=2.90, Synergy_ZIP=-4.36, Synergy_Bliss=-3.91, Synergy_Loewe=-7.91, Synergy_HSA=-7.13. (7) Drug 1: C1=CC(=CC=C1CCCC(=O)O)N(CCCl)CCCl. Drug 2: CC1=C(C(=CC=C1)Cl)NC(=O)C2=CN=C(S2)NC3=CC(=NC(=N3)C)N4CCN(CC4)CCO. Cell line: HL-60(TB). Synergy scores: CSS=46.3, Synergy_ZIP=3.45, Synergy_Bliss=5.10, Synergy_Loewe=1.75, Synergy_HSA=2.61.